Dataset: TCR-epitope binding with 47,182 pairs between 192 epitopes and 23,139 TCRs. Task: Binary Classification. Given a T-cell receptor sequence (or CDR3 region) and an epitope sequence, predict whether binding occurs between them. The epitope is FLNRFTTTL. The TCR CDR3 sequence is CASSLWTGGGEQYF. Result: 0 (the TCR does not bind to the epitope).